This data is from Reaction yield outcomes from USPTO patents with 853,638 reactions. The task is: Predict the reaction yield, written as a fraction of the theoretical maximum amount of product (1.0 means a 100% yield; for example, 0.34 means a 34% yield). (1) The catalyst is C1COCC1. The yield is 0.980. The reactants are [CH2:1]([N:8]1[C:20]2[C:11](=[C:12]3[C:17](=[C:18]4[CH:24]=[C:23]([F:25])[CH:22]=[CH:21][C:19]4=2)[C:16](=[O:26])[N:15]([CH2:27][O:28][CH2:29][CH2:30][Si:31]([CH3:34])([CH3:33])[CH3:32])[CH:14]=[CH:13]3)[N:10]=[C:9]1[N:35]1[CH2:44][CH2:43][C:38]2(OCC[O:39]2)[CH2:37][CH2:36]1)[C:2]1[CH:7]=[CH:6][CH:5]=[CH:4][CH:3]=1.Cl.[OH-].[Na+]. The product is [CH2:1]([N:8]1[C:20]2[C:11](=[C:12]3[C:17](=[C:18]4[CH:24]=[C:23]([F:25])[CH:22]=[CH:21][C:19]4=2)[C:16](=[O:26])[N:15]([CH2:27][O:28][CH2:29][CH2:30][Si:31]([CH3:34])([CH3:33])[CH3:32])[CH:14]=[CH:13]3)[N:10]=[C:9]1[N:35]1[CH2:44][CH2:43][C:38](=[O:39])[CH2:37][CH2:36]1)[C:2]1[CH:7]=[CH:6][CH:5]=[CH:4][CH:3]=1. (2) The reactants are [CH:1]1([CH2:4][C:5]([OH:7])=O)[CH2:3][CH2:2]1.S(Cl)(Cl)=O.[I:12][C:13]1[CH:14]=[CH:15][C:16]2[N:17]([CH:19]=[C:20]([NH2:22])[N:21]=2)[N:18]=1.C(=O)([O-])O.[Na+]. The catalyst is O1CCCC1.CN(C)C=O.CN(C)C(=O)C. The product is [CH:1]1([CH2:4][C:5]([NH:22][C:20]2[N:21]=[C:16]3[CH:15]=[CH:14][C:13]([I:12])=[N:18][N:17]3[CH:19]=2)=[O:7])[CH2:2][CH2:3]1. The yield is 0.720. (3) The reactants are [CH3:1][O:2][C:3](=[O:36])[CH:4]([NH:28][C:29]([O:31][C:32]([CH3:35])([CH3:34])[CH3:33])=[O:30])[CH2:5][O:6][C:7]1[CH:12]=[CH:11][C:10]([CH2:13][CH2:14][CH2:15][CH2:16][NH:17]C(OCC2C=CC=CC=2)=O)=[CH:9][CH:8]=1. The catalyst is CO.[Pd]. The product is [CH3:1][O:2][C:3](=[O:36])[CH:4]([NH:28][C:29]([O:31][C:32]([CH3:34])([CH3:33])[CH3:35])=[O:30])[CH2:5][O:6][C:7]1[CH:8]=[CH:9][C:10]([CH2:13][CH2:14][CH2:15][CH2:16][NH2:17])=[CH:11][CH:12]=1. The yield is 0.980.